The task is: Predict the product of the given reaction.. This data is from Forward reaction prediction with 1.9M reactions from USPTO patents (1976-2016). (1) Given the reactants [Br:1][C:2]1[CH:3]=[C:4]([C:8]2([C:15]3[CH:20]=[CH:19][CH:18]=[C:17]([CH3:21])[CH:16]=3)[NH:12]C(=O)N[C:9]2=[O:14])[CH:5]=[CH:6][CH:7]=1.[OH:22]S(O)(=O)=O, predict the reaction product. The product is: [NH2:12][C:8]([C:4]1[CH:5]=[CH:6][CH:7]=[C:2]([Br:1])[CH:3]=1)([C:15]1[CH:20]=[CH:19][CH:18]=[C:17]([CH3:21])[CH:16]=1)[C:9]([OH:22])=[O:14]. (2) Given the reactants [CH2:1]([C:8]1[CH:9]=[N:10][C:11]2[C:16]([C:17]=1[C:18]1[CH:19]=[C:20]([OH:24])[CH:21]=[CH:22][CH:23]=1)=[CH:15][CH:14]=[CH:13][C:12]=2[C:25]([F:28])([F:27])[F:26])[C:2]1[CH:7]=[CH:6][CH:5]=[CH:4][CH:3]=1.[CH3:29][N:30]1[C:38]2[C:33](=[CH:34][CH:35]=[CH:36][CH:37]=2)[C:32]([CH2:39]O)=[CH:31]1, predict the reaction product. The product is: [CH2:1]([C:8]1[CH:9]=[N:10][C:11]2[C:16]([C:17]=1[C:18]1[CH:23]=[CH:22][CH:21]=[C:20]([O:24][CH2:39][C:32]3[C:33]4[C:38](=[CH:37][CH:36]=[CH:35][CH:34]=4)[N:30]([CH3:29])[CH:31]=3)[CH:19]=1)=[CH:15][CH:14]=[CH:13][C:12]=2[C:25]([F:28])([F:26])[F:27])[C:2]1[CH:3]=[CH:4][CH:5]=[CH:6][CH:7]=1. (3) Given the reactants [O-:1]P([O-])([O-])=O.[K+].[K+].[K+].CN[CH2:11][CH2:12][NH:13][CH3:14].I[C:16]1[CH:17]=[C:18]([CH:21]=[CH:22][CH:23]=1)[CH2:19][NH2:20].N.[C:25]1([CH3:31])C=CC=CC=1, predict the reaction product. The product is: [NH2:20][CH2:19][C:18]1[CH:17]=[C:16]([N:13]2[CH2:12][CH2:11][CH2:31][CH2:25][C:14]2=[O:1])[CH:23]=[CH:22][CH:21]=1. (4) The product is: [CH:15]([C:5]1[NH:4][C:3]([C:16]([O:18][CH2:19][CH3:20])=[O:17])=[C:2]([CH3:1])[C:6]=1[S:7]([N:10]1[CH2:14][CH2:13][CH2:12][CH2:11]1)(=[O:8])=[O:9])=[O:22]. Given the reactants [CH3:1][C:2]1[C:6]([S:7]([N:10]2[CH2:14][CH2:13][CH2:12][CH2:11]2)(=[O:9])=[O:8])=[C:5]([CH3:15])[NH:4][C:3]=1[C:16]([O:18][CH2:19][CH3:20])=[O:17].S(Cl)(Cl)(=O)=[O:22], predict the reaction product.